Dataset: Experimentally validated miRNA-target interactions with 360,000+ pairs, plus equal number of negative samples. Task: Binary Classification. Given a miRNA mature sequence and a target amino acid sequence, predict their likelihood of interaction. (1) The miRNA is hsa-miR-6894-5p with sequence AGGAGGAUGGAGAGCUGGGCCAGA. The protein sequence of the target gene is MTAAIRRQRELSILPKVTLEAMNTTVMQGFNRSERCPRDTRIVQLVFPALYTVVFLTGILLNTLALWVFVHIPSSSTFIIYLKNTLVADLIMTLMLPFKILSDSHLAPWQLRAFVCRFSSVIFYETMYVGIVLLGLIAFDRFLKIIRPLRNIFLKKPVFAKTVSIFIWFFLFFISLPNTILSNKEATPSSVKKCASLKGPLGLKWHQMVNNICQFIFWTVFILMLVFYVVIAKKVYDSYRKSKSKDRKNNKKLEGKVFVVVAVFFVCFAPFHFARVPYTHSQTNNKTDCRLQNQLFIAKE.... Result: 0 (no interaction). (2) The miRNA is mmu-miR-141-5p with sequence CAUCUUCCAGUGCAGUGUUGGA. The protein sequence of the target gene is MDLIGFGYAALVTFGSIFGYKRRGGVPSLIAGLFVGCLAGYGAYRVSNDKRDVKVSLFTAFFLATIMGVRFKRSKKIMPAGLVAGLSLMMILRLVLLLL. Result: 0 (no interaction). (3) The miRNA is hsa-miR-4728-3p with sequence CAUGCUGACCUCCCUCCUGCCCCAG. The protein sequence of the target gene is MVPPVQVSPLIKLGRYSALFLGVAYGATRYNYLKPRAEEERRIAAEEKKKQDELKRIARELAEDDSILK. Result: 0 (no interaction). (4) The miRNA is mmu-miR-342-3p with sequence UCUCACACAGAAAUCGCACCCGU. The protein sequence of the target gene is MSSIGTGYDLSASTFSPDGRVFQVEYAMKAVENSSTAIGIRCKDGVVFGVEKLVLSKLYEEGSNKRLFNVDRHVGMAVAGLLADARSLADIAREEASNFRSNFGYNIPLKHLADRVAMYVHAYTLYSAVRPFGCSFMLGSYSVNDGAQLYMIDPSGVSYGYWGCAIGKARQAAKTEIEKLQMKEMTCRDIVKEVAKIIYIVHDEVKDKAFELELSWVGELTNGRHEIVPKDIREEAEKYAKESLKEEDESDDDNM. Result: 0 (no interaction). (5) The miRNA is hsa-miR-1290 with sequence UGGAUUUUUGGAUCAGGGA. The protein sequence of the target gene is MPPTTALSALLLLLLSPASHSHNGNETSTSAIKSSTVQSHQSATTSTEVTTGHPVASTLASTQPSNPTPFTTSTQSPSMPTSTPNPTSNQSGGNLTSSVSEVDKTKTSSPSSTAFTSSSGQTASSGGKSGDSFTTAPTTTLGLINVSSQPTDLNTTSKLLSTPTTDNTTSPQQPVDSSPSTASHPVGQHTPAAVPSSSGSTPSTDNSTLTWKPTTHKPLGTSEATQPLTSQTPGITTLPVSTLQQSMASTVGTTTEEFTHLISNGTPVAPPGPSTPSPIWAFGNYQLNCEPPIRPDEELL.... Result: 0 (no interaction). (6) Result: 0 (no interaction). The protein sequence of the target gene is MAIRKKSNKNPPLLSHEFLLQNHADIVSCLAMLFLLGLMFEVTAKGAIIFVALQYNVTRPATEEQATESASLYHYGIKDLATVLFYMLVAIIIHAIIQEYVLDKINRRMHFSKTKHSKFNESGQLSAFYLFACVWGTFILISENYISDPTILWRAYPHNLMTFQTKFFYISQLAYWLHAFPELYFQKTKKEDIPRQLVYIGLYLFHIAGAYLLNLNHLGLVLLVLHYFVEFLFHISRLFYFSDEKYQKGFSLWAVLFVLGRLLTLILSVLTVGFGLARAENQKLDFSTGNFNVLAVRIAV.... The miRNA is hsa-miR-671-3p with sequence UCCGGUUCUCAGGGCUCCACC. (7) Result: 1 (interaction). The miRNA is hsa-miR-1260b with sequence AUCCCACCACUGCCACCAU. The protein sequence of the target gene is MTSKFLLVSFILAALSLSTTFSLQPDQQKVLLVSFDGFRWDYLYKVPTPHFHYIMKYGVHVKQVTNVFITKTYPNHYTLVTGLFAENHGIVANDMFDPIRNKSFSLDHMNIYDSKFWEEATPIWITNQRAGHTSGAAMWPGTDVKIHKRFPTHYMPYNESVSFEDRVAKIIEWFTSKEPINLGLLYWEDPDDMGHHLGPDSPLMGPVISDIDKKLGYLIQMLKKAKLWNTLNLIITSDHGMTQCSEERLIELDQYLDKDHYTLIDQSPVAAILPKEGKFDEVYEALTHAHPNLTVYKKED.... (8) The miRNA is mmu-miR-6715-3p with sequence CCAAACCAGGCGUGCCUGUGG. The protein sequence of the target gene is MEIPVPVQPSWLRRASAPLPGFSAPGRLFDQRFGEGLLEAELASLCPAAIAPYYLRAPSVALPTAQVSTDSGYFSVLLDVKHFLPEEISVKVVDDHVEVHARHEERPDEHGFIAREFHRRYRLPPGVDPAAVTSALSPEGVLSIQATPASAQAQLPSPPAAK. Result: 0 (no interaction). (9) The miRNA is hsa-miR-6829-3p with sequence UGCCUCCUCCGUGGCCUCAG. The protein sequence of the target gene is MDLTAIYESLLSLSPDVPVPSDHGGTESSPGWGSSGPWSLSPSDSSPSGVTSRLPGRSTSLVEGRSCGWVPPPPGFAPLAPRLGPELSPSPTSPTATSTTPSRYKTELCRTFSESGRCRYGAKCQFAHGLGELRQANRHPKYKTELCHKFYLQGRCPYGSRCHFIHNPSEDLAAPGHPPVLRQSISFSGLPSGRRTSPPPPGLAGPSLSSSSFSPSSSPPPPGDLPLSPSAFSAAPGTPLARRDPTPVCCPSCRRATPISVWGPLGGLVRTPSVQSLGSDPDEYASSGSSLGGSDSPVFE.... Result: 1 (interaction). (10) The miRNA is hsa-miR-6840-3p with sequence GCCCAGGACUUUGUGCGGGGUG. The protein sequence of the target gene is MDSSSSSSAAGLGAVDPQLQHFIEVETQKQRFQQLVHQMTELCWEKCMDKPGPKLDSRAEACFVNCVERFIDTSQFILNRLEQTQKSKPVFSESLSD. Result: 1 (interaction).